This data is from Forward reaction prediction with 1.9M reactions from USPTO patents (1976-2016). The task is: Predict the product of the given reaction. (1) Given the reactants [Br-].[Li+].[CH:3]12[O:9][CH:8]1[CH2:7][CH2:6][N:5]([C:10]([O:12][CH2:13][C:14]1[CH:19]=[CH:18][CH:17]=[CH:16][CH:15]=1)=[O:11])[CH2:4]2.[CH3:20][O:21][C:22]1[CH:40]=[C:39]([O:41][CH3:42])[CH:38]=[CH:37][C:23]=1[CH2:24][NH:25][CH2:26][C:27]1[CH:32]=[CH:31][C:30]([O:33][CH3:34])=[CH:29][C:28]=1[O:35][CH3:36], predict the reaction product. The product is: [CH3:36][O:35][C:28]1[CH:29]=[C:30]([O:33][CH3:34])[CH:31]=[CH:32][C:27]=1[CH2:26][N:25]([CH2:24][C:23]1[CH:37]=[CH:38][C:39]([O:41][CH3:42])=[CH:40][C:22]=1[O:21][CH3:20])[CH:8]1[CH2:7][CH2:6][N:5]([C:10]([O:12][CH2:13][C:14]2[CH:19]=[CH:18][CH:17]=[CH:16][CH:15]=2)=[O:11])[CH2:4][CH:3]1[OH:9]. (2) Given the reactants O[O:2][S:3]([O-:5])=O.[K+].S([O-])(O[O-])(=O)=O.[K+].[K+].[CH3:15][C:16]1[CH:24]=[CH:23][C:19]([C:20]([OH:22])=[O:21])=[C:18]([N:25]2[CH2:30][CH2:29]S[CH2:27][CH2:26]2)[CH:17]=1, predict the reaction product. The product is: [O:2]=[S:3]1(=[O:5])[CH2:29][CH2:30][N:25]([C:18]2[CH:17]=[C:16]([CH3:15])[CH:24]=[CH:23][C:19]=2[C:20]([OH:22])=[O:21])[CH2:26][CH2:27]1. (3) Given the reactants [CH3:1][C:2]1[N:7]=[CH:6][C:5]([NH2:8])=[CH:4][CH:3]=1.[CH2:9](O)[CH:10](O)[CH2:11]O.OS(O)(=O)=O.[OH-].[Na+], predict the reaction product. The product is: [CH3:1][C:2]1[CH:3]=[CH:4][C:5]2[C:6](=[CH:9][CH:10]=[CH:11][N:8]=2)[N:7]=1.